From a dataset of Full USPTO retrosynthesis dataset with 1.9M reactions from patents (1976-2016). Predict the reactants needed to synthesize the given product. (1) Given the product [CH3:1][O:2][C:3]1[CH:4]=[CH:5][C:6]([C:20]([C:22]2[CH:23]=[N:24][C:25]([O:28][CH2:29][CH2:30][C:31]3[CH:36]=[CH:35][CH:34]=[CH:33][CH:32]=3)=[CH:26][CH:27]=2)=[O:21])=[C:7]([CH:19]=1)[O:8][C:9]([CH3:18])([CH3:17])[C:10]([OH:12])=[O:11], predict the reactants needed to synthesize it. The reactants are: [CH3:1][O:2][C:3]1[CH:4]=[CH:5][C:6]([C:20]([C:22]2[CH:23]=[N:24][C:25]([O:28][CH2:29][CH2:30][C:31]3[CH:36]=[CH:35][CH:34]=[CH:33][CH:32]=3)=[CH:26][CH:27]=2)=[O:21])=[C:7]([CH:19]=1)[O:8][C:9]([CH3:18])([CH3:17])[C:10]([O:12]C(C)(C)C)=[O:11]. (2) Given the product [Cl:1][C:2]1[CH:11]=[N:10][C:9]2[C:8]([N:12]3[CH2:13][CH2:14][O:15][CH2:16][CH2:17]3)=[N:7][C:6]([C:18]3[CH:23]=[CH:22][C:21]([O:26][CH2:25][O:28][CH3:32])=[CH:20][CH:19]=3)=[N:5][C:4]=2[CH:3]=1, predict the reactants needed to synthesize it. The reactants are: [Cl:1][C:2]1[CH:11]=[N:10][C:9]2[C:8]([N:12]3[CH2:17][CH2:16][O:15][CH2:14][CH2:13]3)=[N:7][C:6]([C:18]3[CH:19]=[C:20](O)[CH:21]=[CH:22][CH:23]=3)=[N:5][C:4]=2[CH:3]=1.[C:25](=[O:28])([O-])[O-:26].[K+].[K+].Cl[CH2:32]OC. (3) Given the product [CH3:1][N:2]1[C:14]2[C:13]([C:15]3[S:16][C:17]([CH3:20])=[CH:18][CH:19]=3)=[CH:12][C:11]3[C:6](=[C:7]([NH:22][CH3:26])[N:8]=[C:9]([NH2:21])[N:10]=3)[C:5]=2[CH:4]=[CH:3]1, predict the reactants needed to synthesize it. The reactants are: [CH3:1][N:2]1[C:14]2[C:13]([C:15]3[S:16][C:17]([CH3:20])=[CH:18][CH:19]=3)=[CH:12][C:11]3[C:6](=[C:7]([NH2:22])[N:8]=[C:9]([NH2:21])[N:10]=3)[C:5]=2[CH:4]=[CH:3]1.[H-].[Na+].I[CH3:26].O. (4) Given the product [CH3:9][C:3]1[C:2]([C:10](=[O:19])[CH2:11][CH3:12])=[CH:7][CH:6]=[C:5]([CH3:8])[N:4]=1, predict the reactants needed to synthesize it. The reactants are: Br[C:2]1[C:3]([CH3:9])=[N:4][C:5]([CH3:8])=[CH:6][CH:7]=1.[CH2:10]([Li])[CH2:11][CH2:12]C.C(#N)CC.[OH2:19]. (5) The reactants are: [Cl:1][C:2]1[N:3]=[C:4]([C:7]2[CH:12]=[CH:11][C:10]([NH:13][C:14]([O:16]CC3CCN(C(OC(C)(C)C)=O)CC3)=[O:15])=[CH:9][CH:8]=2)[S:5][CH:6]=1.Cl. Given the product [ClH:1].[Cl:1][C:2]1[N:3]=[C:4]([C:7]2[CH:8]=[CH:9][C:10]([NH:13][C:14](=[O:15])[OH:16])=[CH:11][CH:12]=2)[S:5][CH:6]=1, predict the reactants needed to synthesize it. (6) Given the product [Cl:22][C:23]1[CH:28]=[CH:27][C:26]([O:32][CH3:33])=[C:25]([C:2]2[N:10]3[C:5]([N:6]=[N:7][C:8]4[C:14]([O:15][CH3:16])=[CH:13][C:12]([C:17]([F:20])([F:19])[F:18])=[CH:11][C:9]=43)=[C:4]([CH3:21])[N:3]=2)[CH:24]=1, predict the reactants needed to synthesize it. The reactants are: Br[C:2]1[N:10]2[C:5]([N:6]=[N:7][C:8]3[C:14]([O:15][CH3:16])=[CH:13][C:12]([C:17]([F:20])([F:19])[F:18])=[CH:11][C:9]=32)=[C:4]([CH3:21])[N:3]=1.[Cl:22][C:23]1[CH:24]=[CH:25][C:26]([O:32][CH3:33])=[C:27](B(O)O)[CH:28]=1.C(=O)([O-])[O-].[Na+].[Na+]. (7) Given the product [OH:20][CH:19]([CH2:18][O:11][C:12]1[CH:17]=[CH:16][CH:15]=[CH:14][CH:13]=1)[CH2:21][O:1][C:2]1[CH:7]=[CH:6][C:5]([CH2:8][C:9]#[N:10])=[CH:4][CH:3]=1, predict the reactants needed to synthesize it. The reactants are: [OH:1][C:2]1[CH:7]=[CH:6][C:5]([CH2:8][C:9]#[N:10])=[CH:4][CH:3]=1.[O:11]([CH2:18][CH:19]1[CH2:21][O:20]1)[C:12]1[CH:17]=[CH:16][CH:15]=[CH:14][CH:13]=1.N12CCN(CC1)CC2.Cl.